This data is from Catalyst prediction with 721,799 reactions and 888 catalyst types from USPTO. The task is: Predict which catalyst facilitates the given reaction. Reactant: [S:1]1[C:5]2[CH:6]=[CH:7][CH:8]=[CH:9][C:4]=2[N:3]=[C:2]1[N:10]1[C:14](=[O:15])[CH2:13][C:12]([CH3:16])=[N:11]1.[OH:17][C:18]1[CH:25]=[CH:24][C:21]([CH:22]=O)=[CH:20][C:19]=1[O:26][CH3:27].N1CCCCC1. Product: [S:1]1[C:5]2[CH:6]=[CH:7][CH:8]=[CH:9][C:4]=2[N:3]=[C:2]1[N:10]1[C:14](=[O:15])/[C:13](=[CH:22]/[C:21]2[CH:24]=[CH:25][C:18]([OH:17])=[C:19]([O:26][CH3:27])[CH:20]=2)/[C:12]([CH3:16])=[N:11]1. The catalyst class is: 40.